From a dataset of Forward reaction prediction with 1.9M reactions from USPTO patents (1976-2016). Predict the product of the given reaction. The product is: [Cl:3][CH2:12][C:11]1[C:6]([CH3:5])=[N:7][CH:8]=[CH:9][CH:10]=1. Given the reactants S(Cl)([Cl:3])=O.[CH3:5][C:6]1[C:11]([CH2:12]O)=[CH:10][CH:9]=[CH:8][N:7]=1.C([O-])(O)=O.[Na+], predict the reaction product.